Task: Predict the product of the given reaction.. Dataset: Forward reaction prediction with 1.9M reactions from USPTO patents (1976-2016) (1) Given the reactants [F:1][C:2]([F:13])([F:12])[C:3]1[CH:8]=[CH:7][N:6]=[CH:5][C:4]=1[C:9]([OH:11])=[O:10].C(C1NC=CN=1)(C1NC=CN=1)=O.[C:26]([O:30][C:31]([CH2:33][C:34](=[N:36]O)[NH2:35])=[O:32])([CH3:29])([CH3:28])[CH3:27], predict the reaction product. The product is: [NH2:36][C:34](=[N:35][O:10][C:9]([C:4]1[CH:5]=[N:6][CH:7]=[CH:8][C:3]=1[C:2]([F:1])([F:12])[F:13])=[O:11])[CH2:33][C:31]([O:30][C:26]([CH3:28])([CH3:27])[CH3:29])=[O:32]. (2) Given the reactants Cl[C:2]1[C:11]2[C:6](=[CH:7][C:8]([O:14][CH3:15])=[C:9]([O:12][CH3:13])[CH:10]=2)[CH:5]=[C:4]([NH:16][C:17]2[CH:21]=[C:20]([CH3:22])[NH:19][N:18]=2)[N:3]=1.[CH:23]1([OH:27])[CH2:26][CH2:25][CH2:24]1, predict the reaction product. The product is: [CH:23]1([O:27][C:2]2[C:11]3[C:6](=[CH:7][C:8]([O:14][CH3:15])=[C:9]([O:12][CH3:13])[CH:10]=3)[CH:5]=[C:4]([NH:16][C:17]3[CH:21]=[C:20]([CH3:22])[NH:19][N:18]=3)[N:3]=2)[CH2:26][CH2:25][CH2:24]1.